Dataset: Reaction yield outcomes from USPTO patents with 853,638 reactions. Task: Predict the reaction yield, written as a fraction of the theoretical maximum amount of product (1.0 means a 100% yield; for example, 0.34 means a 34% yield). (1) The reactants are [CH3:1][O:2][C:3](=[O:30])[NH:4][CH:5]([C:9]([N:11]1[CH:16]([C:17]2[NH:18][C:19]([C:22]3[CH:27]=[CH:26][C:25](Br)=[CH:24][CH:23]=3)=[CH:20][N:21]=2)[CH:15]2[CH2:29][CH:12]1[CH2:13][CH2:14]2)=[O:10])[CH:6]([CH3:8])[CH3:7].[B:31]1([B:31]2[O:35][C:34]([CH3:37])([CH3:36])[C:33]([CH3:39])([CH3:38])[O:32]2)[O:35][C:34]([CH3:37])([CH3:36])[C:33]([CH3:39])([CH3:38])[O:32]1.C([O-])(=O)C.[K+]. The catalyst is C1C=CC([P]([Pd]([P](C2C=CC=CC=2)(C2C=CC=CC=2)C2C=CC=CC=2)([P](C2C=CC=CC=2)(C2C=CC=CC=2)C2C=CC=CC=2)[P](C2C=CC=CC=2)(C2C=CC=CC=2)C2C=CC=CC=2)(C2C=CC=CC=2)C2C=CC=CC=2)=CC=1.O1CCOCC1. The product is [CH3:1][O:2][C:3](=[O:30])[NH:4][CH:5]([C:9]([N:11]1[CH:16]([C:17]2[NH:18][C:19]([C:22]3[CH:27]=[CH:26][C:25]([B:31]4[O:35][C:34]([CH3:37])([CH3:36])[C:33]([CH3:39])([CH3:38])[O:32]4)=[CH:24][CH:23]=3)=[CH:20][N:21]=2)[CH:15]2[CH2:29][CH:12]1[CH2:13][CH2:14]2)=[O:10])[CH:6]([CH3:8])[CH3:7]. The yield is 0.660. (2) The reactants are [F:1][CH2:2][CH2:3][CH2:4][OH:5].[CH3:6][S:7](Cl)(=[O:9])=[O:8].O. The catalyst is C(Cl)Cl. The product is [F:1][CH2:2][CH2:3][CH2:4][O:5][S:7]([CH3:6])(=[O:9])=[O:8]. The yield is 0.910. (3) The reactants are [F:1][C:2]1[CH:10]=[C:9]([C:11]([O:13][CH3:14])=[O:12])[CH:8]=[C:7]([F:15])[C:3]=1[C:4](O)=[O:5].C(Cl)(=O)C([Cl:19])=O.CN(C)C=O. The catalyst is ClCCl. The product is [Cl:19][C:4]([C:3]1[C:2]([F:1])=[CH:10][C:9]([C:11]([O:13][CH3:14])=[O:12])=[CH:8][C:7]=1[F:15])=[O:5]. The yield is 0.941. (4) The reactants are [F:1][C:2]1[CH:3]=[C:4]2[C:9](=[CH:10][CH:11]=1)[N:8]=[C:7]([C:12]1[CH:17]=[CH:16][CH:15]=[CH:14][C:13]=1[OH:18])[N:6]=[C:5]2[N:19]1[CH2:23][CH2:22][C@@H:21]([CH2:24][NH:25]C(=O)OCC2C=CC=CC=2)[CH2:20]1. The catalyst is [Pd].CO. The product is [NH2:25][CH2:24][C@@H:21]1[CH2:22][CH2:23][N:19]([C:5]2[C:4]3[C:9](=[CH:10][CH:11]=[C:2]([F:1])[CH:3]=3)[N:8]=[C:7]([C:12]3[CH:17]=[CH:16][CH:15]=[CH:14][C:13]=3[OH:18])[N:6]=2)[CH2:20]1. The yield is 0.810. (5) The reactants are [CH3:1][S:2]([C:5]1[CH:6]=[C:7]([C:11]2[N:16]3[N:17]=[C:18]([NH:20][C:21]4[CH:28]=[CH:27][C:24]([CH:25]=O)=[CH:23][CH:22]=4)[N:19]=[C:15]3[CH:14]=[CH:13][CH:12]=2)[CH:8]=[CH:9][CH:10]=1)(=[O:4])=[O:3].[CH3:29][NH:30][CH3:31].C(O[BH-](OC(=O)C)OC(=O)C)(=O)C.[Na+]. The catalyst is ClCCl. The product is [CH3:29][N:30]([CH2:25][C:24]1[CH:27]=[CH:28][C:21]([NH:20][C:18]2[N:19]=[C:15]3[CH:14]=[CH:13][CH:12]=[C:11]([C:7]4[CH:8]=[CH:9][CH:10]=[C:5]([S:2]([CH3:1])(=[O:4])=[O:3])[CH:6]=4)[N:16]3[N:17]=2)=[CH:22][CH:23]=1)[CH3:31]. The yield is 0.370. (6) The reactants are [NH2:1][C:2]1[CH:9]=[C:8]([F:10])[C:7]([F:11])=[CH:6][C:3]=1[C:4]#[N:5].Cl[C:13]([O:15][CH2:16][CH3:17])=[O:14].C([O-])(O)=O.[Na+]. The catalyst is C(Cl)Cl. The product is [C:4]([C:3]1[CH:6]=[C:7]([F:11])[C:8]([F:10])=[CH:9][C:2]=1[NH:1][C:13](=[O:14])[O:15][CH2:16][CH3:17])#[N:5]. The yield is 0.840.